Dataset: Reaction yield outcomes from USPTO patents with 853,638 reactions. Task: Predict the reaction yield, written as a fraction of the theoretical maximum amount of product (1.0 means a 100% yield; for example, 0.34 means a 34% yield). (1) The reactants are [Br:1][C:2]1[CH:3]=[N:4][N:5]([CH:7]2[CH2:12][CH2:11][NH:10][CH2:9][CH2:8]2)[CH:6]=1.[CH3:13]CN(CC)CC.CI.O. The catalyst is CN(C=O)C. The product is [Br:1][C:2]1[CH:3]=[N:4][N:5]([CH:7]2[CH2:12][CH2:11][N:10]([CH3:13])[CH2:9][CH2:8]2)[CH:6]=1. The yield is 0.630. (2) The catalyst is O1CCOCC1.CO. The product is [NH2:1][C:2]1[N:3]=[C:4]([O:19][CH3:18])[C:5]2[N:10]=[C:9]([CH:11]3[CH2:13][CH2:12]3)[S:8][C:6]=2[N:7]=1. The yield is 0.900. The reactants are [NH2:1][C:2]1[N:3]=[C:4](S(C)(=O)=O)[C:5]2[N:10]=[C:9]([CH:11]3[CH2:13][CH2:12]3)[S:8][C:6]=2[N:7]=1.[C:18]([O-])([O-])=[O:19].[K+].[K+]. (3) The yield is 0.410. The product is [Cl:37][C:38]1[CH:46]=[CH:45][C:41]([C:42]([N:18]2[CH2:17][CH2:16][C:15]3[C:20](=[CH:21][CH:22]=[C:13]([C:11]([N:8]4[CH2:7][CH2:6][N:5]([CH:1]5[CH2:4][CH2:3][CH2:2]5)[CH2:10][CH2:9]4)=[O:12])[CH:14]=3)[CH2:19]2)=[O:43])=[CH:40][CH:39]=1. The catalyst is C(Cl)Cl.[OH-].[Na+]. The reactants are [CH:1]1([N:5]2[CH2:10][CH2:9][N:8]([C:11]([C:13]3[CH:14]=[C:15]4[C:20](=[CH:21][CH:22]=3)[CH2:19][NH:18][CH2:17][CH2:16]4)=[O:12])[CH2:7][CH2:6]2)[CH2:4][CH2:3][CH2:2]1.C(Cl)CCl.C1C=CC2N(O)N=NC=2C=1.[Cl:37][C:38]1[CH:46]=[CH:45][C:41]([C:42](O)=[O:43])=[CH:40][CH:39]=1. (4) The reactants are [O:1]=[C:2]1[CH2:11][C:10]2[C:9]([N:12]3[CH2:17][CH2:16][N:15]([CH2:18][CH2:19][CH2:20][CH2:21][O:22][C:23]4[N:32]=[C:31]5[C:26]([CH2:27][CH2:28][C:29](=[O:33])[NH:30]5)=[CH:25][CH:24]=4)[CH2:14][CH2:13]3)=[CH:8][CH:7]=[CH:6][C:5]=2[CH2:4][CH2:3]1.[BH4-].[Na+]. The catalyst is CO. The product is [OH:1][CH:2]1[CH2:11][C:10]2[C:9]([N:12]3[CH2:13][CH2:14][N:15]([CH2:18][CH2:19][CH2:20][CH2:21][O:22][C:23]4[N:32]=[C:31]5[C:26]([CH2:27][CH2:28][C:29](=[O:33])[NH:30]5)=[CH:25][CH:24]=4)[CH2:16][CH2:17]3)=[CH:8][CH:7]=[CH:6][C:5]=2[CH2:4][CH2:3]1. The yield is 0.670. (5) The catalyst is CO. The reactants are [BH4-].[Na+].[Cl:3][CH2:4][CH2:5][CH2:6][O:7][C:8]1[CH:9]=[CH:10][C:11]([N+:16]([O-:18])=[O:17])=[C:12]([CH:15]=1)[CH:13]=[O:14]. The yield is 0.690. The product is [Cl:3][CH2:4][CH2:5][CH2:6][O:7][C:8]1[CH:9]=[CH:10][C:11]([N+:16]([O-:18])=[O:17])=[C:12]([CH2:13][OH:14])[CH:15]=1. (6) The reactants are [F:1][C:2]1[CH:7]=[CH:6][C:5]([S:8](Cl)(=[O:10])=[O:9])=[CH:4][CH:3]=1.Cl.[S:13]1[CH:17]=[CH:16][N:15]=[C:14]1[C:18]1[CH:25]=[CH:24][C:21]([CH2:22][NH2:23])=[CH:20][CH:19]=1.Cl.C1(C2N=NC(CN)=CC=2)C=CC=CC=1. No catalyst specified. The product is [F:1][C:2]1[CH:7]=[CH:6][C:5]([S:8]([NH:23][CH2:22][C:21]2[CH:20]=[CH:19][C:18]([C:14]3[S:13][CH:17]=[CH:16][N:15]=3)=[CH:25][CH:24]=2)(=[O:10])=[O:9])=[CH:4][CH:3]=1. The yield is 0.850.